From a dataset of Catalyst prediction with 721,799 reactions and 888 catalyst types from USPTO. Predict which catalyst facilitates the given reaction. Reactant: C[N:2](C)/[CH:3]=[CH:4]/[C:5]([C:7]1[C:12](=[O:13])[CH:11]=[CH:10][N:9]([C:14]2[CH:19]=[CH:18][N:17]=[CH:16][CH:15]=2)[N:8]=1)=O.[Cl:21][C:22]1[N:27]=[C:26]([NH:28]N)[CH:25]=[CH:24][CH:23]=1.C(O)(=O)C. Product: [Cl:21][C:22]1[N:27]=[C:26]([N:28]2[C:5]([C:7]3[C:12](=[O:13])[CH:11]=[CH:10][N:9]([C:14]4[CH:19]=[CH:18][N:17]=[CH:16][CH:15]=4)[N:8]=3)=[CH:4][CH:3]=[N:2]2)[CH:25]=[CH:24][CH:23]=1. The catalyst class is: 14.